Task: Predict the product of the given reaction.. Dataset: Forward reaction prediction with 1.9M reactions from USPTO patents (1976-2016) The product is: [CH:22]1[C:21]2[N:20]([C:18]3[CH:17]=[C:16]([C:33]4[O:34][C:35]([C:38]5[CH:39]=[C:40]([OH:44])[CH:41]=[CH:42][CH:43]=5)=[N:36][N:37]=4)[CH:15]=[C:14]([N:12]4[C:13]5[CH:1]=[CH:2][CH:3]=[CH:4][C:5]=5[C:6]5[C:11]4=[CH:10][CH:9]=[CH:8][CH:7]=5)[CH:19]=3)[C:32]3[C:27](=[CH:28][CH:29]=[CH:30][CH:31]=3)[C:26]=2[CH:25]=[CH:24][CH:23]=1. Given the reactants [CH:1]1[C:13]2[N:12]([C:14]3[CH:15]=[C:16]([C:33]4[O:34][C:35]([C:38]5[CH:43]=[CH:42][CH:41]=[C:40]([O:44]C)[CH:39]=5)=[N:36][N:37]=4)[CH:17]=[C:18]([N:20]4[C:32]5[CH:31]=[CH:30][CH:29]=[CH:28][C:27]=5[C:26]5[C:21]4=[CH:22][CH:23]=[CH:24][CH:25]=5)[CH:19]=3)[C:11]3[C:6](=[CH:7][CH:8]=[CH:9][CH:10]=3)[C:5]=2[CH:4]=[CH:3][CH:2]=1.B(Br)(Br)Br.C(=O)=O.CC(C)=O, predict the reaction product.